Dataset: Forward reaction prediction with 1.9M reactions from USPTO patents (1976-2016). Task: Predict the product of the given reaction. (1) Given the reactants [C:1]([O:5][C:6]([NH:8][C@@H:9]([CH2:14][C:15]1[CH:20]=[CH:19][C:18]([N:21]2[C:26](=[O:27])[CH:25]=[C:24]([C:28]([F:31])([F:30])[F:29])[NH:23][C:22]2=[O:32])=[CH:17][CH:16]=1)[C:10]([O:12][CH3:13])=[O:11])=[O:7])([CH3:4])([CH3:3])[CH3:2].[C:33](=O)([O-])[O-].[K+].[K+].CI, predict the reaction product. The product is: [C:1]([O:5][C:6]([NH:8][C@@H:9]([CH2:14][C:15]1[CH:16]=[CH:17][C:18]([N:21]2[C:26](=[O:27])[CH:25]=[C:24]([C:28]([F:31])([F:29])[F:30])[N:23]([CH3:33])[C:22]2=[O:32])=[CH:19][CH:20]=1)[C:10]([O:12][CH3:13])=[O:11])=[O:7])([CH3:4])([CH3:2])[CH3:3]. (2) Given the reactants [OH:1][C@H:2]1[CH2:7][CH2:6][C@H:5]([NH:8][C:9]2[N:14]=[C:13]([CH:15]=O)[CH:12]=[C:11]([NH:17][C:18]3[S:19][C:20]4[C:25]([N:26]=3)=[CH:24][CH:23]=[CH:22][N:21]=4)[N:10]=2)[CH2:4][CH2:3]1.[CH3:27][C:28]([NH2:33])([CH3:32])[CH2:29][CH2:30][CH3:31].C(O[BH-](OC(=O)C)OC(=O)C)(=O)C.[Na+].C(=O)(O)[O-].[Na+], predict the reaction product. The product is: [CH3:27][C:28]([NH:33][CH2:15][C:13]1[CH:12]=[C:11]([NH:17][C:18]2[S:19][C:20]3[C:25]([N:26]=2)=[CH:24][CH:23]=[CH:22][N:21]=3)[N:10]=[C:9]([NH:8][C@H:5]2[CH2:6][CH2:7][C@H:2]([OH:1])[CH2:3][CH2:4]2)[N:14]=1)([CH3:32])[CH2:29][CH2:30][CH3:31]. (3) Given the reactants [Cl:1][C:2]1[CH:3]=[C:4]2[C:8](=[CH:9][CH:10]=1)[NH:7][CH:6]=[C:5]2[CH2:11][CH2:12][NH:13][C:14](=[O:23])[C:15]1[CH:20]=[CH:19][CH:18]=[C:17]([CH2:21]Cl)[CH:16]=1.[NH:24]1[CH2:29][CH2:28][O:27][CH2:26][CH2:25]1.[I-].[Na+], predict the reaction product. The product is: [Cl:1][C:2]1[CH:3]=[C:4]2[C:8](=[CH:9][CH:10]=1)[NH:7][CH:6]=[C:5]2[CH2:11][CH2:12][NH:13][C:14](=[O:23])[C:15]1[CH:20]=[CH:19][CH:18]=[C:17]([CH2:21][N:24]2[CH2:29][CH2:28][O:27][CH2:26][CH2:25]2)[CH:16]=1. (4) Given the reactants [O:1]=[C:2]1[CH2:7][CH2:6][CH2:5][C:4]([NH:8][CH2:9][C:10]([OH:12])=[O:11])=[CH:3]1.S(=O)(=O)(O)O.[CH3:18]O, predict the reaction product. The product is: [O:1]=[C:2]1[CH2:7][CH2:6][CH2:5][C:4]([NH:8][CH2:9][C:10]([O:12][CH3:18])=[O:11])=[CH:3]1. (5) Given the reactants [F:1][C:2]([F:18])([F:17])[CH2:3][O:4][CH2:5][CH2:6][O:7][C:8]1[N:13]=[CH:12][C:11]([C:14](=O)[CH3:15])=[CH:10][CH:9]=1.[CH3:19][C:20]([S@:23]([NH2:25])=[O:24])([CH3:22])[CH3:21], predict the reaction product. The product is: [CH3:19][C:20]([S@:23]([NH:25][CH:14]([C:11]1[CH:12]=[N:13][C:8]([O:7][CH2:6][CH2:5][O:4][CH2:3][C:2]([F:18])([F:17])[F:1])=[CH:9][CH:10]=1)[CH3:15])=[O:24])([CH3:22])[CH3:21]. (6) Given the reactants [NH2:1][C:2]1[C:3](=[O:19])[NH:4][C:5](=[S:18])[N:6]([CH2:9][C:10]2[CH:15]=[CH:14][C:13]([O:16][CH3:17])=[CH:12][CH:11]=2)[C:7]=1[NH2:8].[CH:20](O)=O, predict the reaction product. The product is: [CH3:17][O:16][C:13]1[CH:12]=[CH:11][C:10]([CH2:9][N:6]2[C:7]3[N:8]=[CH:20][NH:1][C:2]=3[C:3](=[O:19])[NH:4][C:5]2=[S:18])=[CH:15][CH:14]=1. (7) Given the reactants [NH2:1][CH2:2][CH2:3][CH2:4][CH2:5][N:6]1[C:18]2[C:17]3[CH:16]=[CH:15][CH:14]=[CH:13][C:12]=3[N:11]=[C:10]([NH2:19])[C:9]=2[N:8]=[CH:7]1.[O:20]([CH:27]([CH3:31])[C:28](Cl)=[O:29])[C:21]1[CH:26]=[CH:25][CH:24]=[CH:23][CH:22]=1, predict the reaction product. The product is: [NH2:19][C:10]1[C:9]2[N:8]=[CH:7][N:6]([CH2:5][CH2:4][CH2:3][CH2:2][NH:1][C:28](=[O:29])[CH:27]([O:20][C:21]3[CH:22]=[CH:23][CH:24]=[CH:25][CH:26]=3)[CH3:31])[C:18]=2[C:17]2[CH:16]=[CH:15][CH:14]=[CH:13][C:12]=2[N:11]=1. (8) Given the reactants [Br:1][C:2]1[CH:7]=[CH:6][N:5]=[C:4]([N:8]2[C:15]3[C@@H:14]4[CH2:16][C@@H:13]4[CH2:12][C:11]=3[C:10]([C:17]([OH:19])=O)=[N:9]2)[CH:3]=1.C(N(CC)CC)C.CN(C(ON1N=NC2C=CC=NC1=2)=[N+](C)C)C.F[P-](F)(F)(F)(F)F.[NH2:51][C@@H:52]([C:55]([CH3:58])([CH3:57])[CH3:56])[CH2:53][OH:54], predict the reaction product. The product is: [OH:54][CH2:53][C@@H:52]([NH:51][C:17]([C:10]1[C:11]2[CH2:12][C@H:13]3[CH2:16][C@H:14]3[C:15]=2[N:8]([C:4]2[CH:3]=[C:2]([Br:1])[CH:7]=[CH:6][N:5]=2)[N:9]=1)=[O:19])[C:55]([CH3:58])([CH3:57])[CH3:56].